This data is from TCR-epitope binding with 47,182 pairs between 192 epitopes and 23,139 TCRs. The task is: Binary Classification. Given a T-cell receptor sequence (or CDR3 region) and an epitope sequence, predict whether binding occurs between them. (1) The epitope is ISPRTLNAW. The TCR CDR3 sequence is CASSHLAGPDTQYF. Result: 0 (the TCR does not bind to the epitope). (2) The epitope is KLNVGDYFV. The TCR CDR3 sequence is CASSSGGTNTGELFF. Result: 0 (the TCR does not bind to the epitope). (3) The epitope is NLNESLIDL. The TCR CDR3 sequence is CASSYPLIRGNTEAFF. Result: 1 (the TCR binds to the epitope). (4) The epitope is NLVPMVATV. The TCR CDR3 sequence is CSARDFEITGELFF. Result: 1 (the TCR binds to the epitope). (5) The epitope is AVFDRKSDAK. The TCR CDR3 sequence is CSARALLRDTEAFF. Result: 1 (the TCR binds to the epitope). (6) The epitope is YLQPRTFLL. The TCR CDR3 sequence is CANQDSNTGELFF. Result: 1 (the TCR binds to the epitope).